From a dataset of Forward reaction prediction with 1.9M reactions from USPTO patents (1976-2016). Predict the product of the given reaction. (1) Given the reactants [Br:1][C:2]1[CH:3]=[CH:4][C:5]2[N:6]([C:16]3[CH:17]=[CH:18][C:19]4[N:20]([C:29]5[CH:34]=[CH:33][CH:32]=[CH:31][CH:30]=5)[C:21]5[C:26]([C:27]=4[CH:28]=3)=[CH:25][CH:24]=[CH:23][CH:22]=5)[C:7]3[C:12]([C:13]=2[CH:14]=1)=[CH:11][C:10](Br)=[CH:9][CH:8]=3.[C:35]1([C:44]2[CH:49]=[CH:48][CH:47]=[CH:46][CH:45]=2)[CH:40]=[CH:39][CH:38]=[CH:37][C:36]=1B(O)O.C([O-])([O-])=O.[Na+].[Na+].CCO, predict the reaction product. The product is: [C:35]1([C:44]2[CH:45]=[CH:46][CH:47]=[CH:48][CH:49]=2)[CH:40]=[CH:39][CH:38]=[CH:37][C:36]=1[C:10]1[CH:9]=[CH:8][C:7]2[N:6]([C:16]3[CH:28]=[CH:27][C:19]4[N:20]([C:29]5[CH:30]=[CH:31][CH:32]=[CH:33][CH:34]=5)[C:21]5[C:22]([C:18]=4[CH:17]=3)=[CH:23][CH:24]=[CH:25][CH:26]=5)[C:5]3[C:4]([C:12]=2[CH:11]=1)=[CH:3][C:2]([Br:1])=[CH:14][CH:13]=3. (2) Given the reactants [NH2:1][C:2]1[C:7]([NH2:8])=[CH:6][C:5]([Br:9])=[CH:4][N:3]=1.Cl[CH2:11][CH:12]=O.O, predict the reaction product. The product is: [Br:9][C:5]1[CH:6]=[C:7]([NH2:8])[C:2]2[N:3]([CH:11]=[CH:12][N:1]=2)[CH:4]=1. (3) Given the reactants [Br:1][C:2]1[CH:15]=[CH:14][CH:13]=[CH:12][C:3]=1[NH:4][C:5]([O:7][C:8]([CH3:11])([CH3:10])[CH3:9])=[O:6].[H-].[Na+].[Cl:18][CH:19]=[CH:20][CH2:21]Cl, predict the reaction product. The product is: [Br:1][C:2]1[CH:15]=[CH:14][CH:13]=[CH:12][C:3]=1[N:4]([C:5]([O:7][C:8]([CH3:11])([CH3:10])[CH3:9])=[O:6])[CH2:21][CH:20]=[CH:19][Cl:18]. (4) Given the reactants Br[C:2]1[CH:7]=[CH:6][N:5]=[C:4]([NH:8][C:9]2[CH:14]=[CH:13][CH:12]=[C:11]([CH3:15])[N:10]=2)[C:3]=1[O:16][CH2:17][CH3:18].[C-:19]#[N:20].[Na+], predict the reaction product. The product is: [CH2:17]([O:16][C:3]1[C:4]([NH:8][C:9]2[CH:14]=[CH:13][CH:12]=[C:11]([CH3:15])[N:10]=2)=[N:5][CH:6]=[CH:7][C:2]=1[C:19]#[N:20])[CH3:18]. (5) Given the reactants CN(C)C=O.[CH:6]1([O:11][C:12]2[C:13]([O:23][CH3:24])=[CH:14][CH:15]=[C:16]3[C:21]=2[NH:20][CH:19]=[CH:18][C:17]3=O)[CH2:10][CH2:9][CH2:8][CH2:7]1.P(Cl)(Cl)([Cl:27])=O.ClCCCl, predict the reaction product. The product is: [Cl:27][C:17]1[C:16]2[C:21](=[C:12]([O:11][CH:6]3[CH2:10][CH2:9][CH2:8][CH2:7]3)[C:13]([O:23][CH3:24])=[CH:14][CH:15]=2)[N:20]=[CH:19][CH:18]=1.